This data is from NCI-60 drug combinations with 297,098 pairs across 59 cell lines. The task is: Regression. Given two drug SMILES strings and cell line genomic features, predict the synergy score measuring deviation from expected non-interaction effect. (1) Drug 1: CS(=O)(=O)CCNCC1=CC=C(O1)C2=CC3=C(C=C2)N=CN=C3NC4=CC(=C(C=C4)OCC5=CC(=CC=C5)F)Cl. Drug 2: CC1CCCC2(C(O2)CC(NC(=O)CC(C(C(=O)C(C1O)C)(C)C)O)C(=CC3=CSC(=N3)C)C)C. Cell line: MDA-MB-435. Synergy scores: CSS=77.7, Synergy_ZIP=3.13, Synergy_Bliss=3.20, Synergy_Loewe=-29.9, Synergy_HSA=2.32. (2) Drug 1: CN(CC1=CN=C2C(=N1)C(=NC(=N2)N)N)C3=CC=C(C=C3)C(=O)NC(CCC(=O)O)C(=O)O. Drug 2: CC1=C(C=C(C=C1)NC(=O)C2=CC=C(C=C2)CN3CCN(CC3)C)NC4=NC=CC(=N4)C5=CN=CC=C5. Cell line: SF-539. Synergy scores: CSS=41.5, Synergy_ZIP=15.7, Synergy_Bliss=10.2, Synergy_Loewe=19.3, Synergy_HSA=10.1. (3) Drug 1: CC1C(C(=O)NC(C(=O)N2CCCC2C(=O)N(CC(=O)N(C(C(=O)O1)C(C)C)C)C)C(C)C)NC(=O)C3=C4C(=C(C=C3)C)OC5=C(C(=O)C(=C(C5=N4)C(=O)NC6C(OC(=O)C(N(C(=O)CN(C(=O)C7CCCN7C(=O)C(NC6=O)C(C)C)C)C)C(C)C)C)N)C. Drug 2: CC1=C(C=C(C=C1)C(=O)NC2=CC(=CC(=C2)C(F)(F)F)N3C=C(N=C3)C)NC4=NC=CC(=N4)C5=CN=CC=C5. Cell line: NCIH23. Synergy scores: CSS=9.05, Synergy_ZIP=18.9, Synergy_Bliss=18.8, Synergy_Loewe=19.6, Synergy_HSA=16.0. (4) Drug 1: C1CCC(C1)C(CC#N)N2C=C(C=N2)C3=C4C=CNC4=NC=N3. Drug 2: C1C(C(OC1N2C=NC(=NC2=O)N)CO)O. Cell line: MALME-3M. Synergy scores: CSS=4.84, Synergy_ZIP=-2.48, Synergy_Bliss=0.693, Synergy_Loewe=-4.03, Synergy_HSA=-1.45. (5) Drug 1: CN(C)C1=NC(=NC(=N1)N(C)C)N(C)C. Drug 2: CCN(CC)CCNC(=O)C1=C(NC(=C1C)C=C2C3=C(C=CC(=C3)F)NC2=O)C. Cell line: NCI-H460. Synergy scores: CSS=1.30, Synergy_ZIP=2.35, Synergy_Bliss=5.10, Synergy_Loewe=1.82, Synergy_HSA=1.82.